From a dataset of Reaction yield outcomes from USPTO patents with 853,638 reactions. Predict the reaction yield, written as a fraction of the theoretical maximum amount of product (1.0 means a 100% yield; for example, 0.34 means a 34% yield). (1) The reactants are [CH3:1][N:2]([CH3:22])[CH2:3][CH2:4][CH2:5][O:6][C:7]1[CH:12]=[CH:11][C:10]([N+:13]([O-])=O)=[CH:9][C:8]=1[C:16]1[N:17]([CH3:21])[N:18]=[CH:19][CH:20]=1.[H][H]. The catalyst is CO.[Pd]. The product is [CH3:22][N:2]([CH3:1])[CH2:3][CH2:4][CH2:5][O:6][C:7]1[CH:12]=[CH:11][C:10]([NH2:13])=[CH:9][C:8]=1[C:16]1[N:17]([CH3:21])[N:18]=[CH:19][CH:20]=1. The yield is 1.00. (2) The reactants are [CH3:1][C:2]1[O:6][N:5]=[C:4]([C:7]2[CH:12]=[CH:11][CH:10]=[CH:9][CH:8]=2)[C:3]=1[C:13]([NH:15][NH2:16])=[O:14].[C:17]([O:28][CH3:29])(=[O:27])[C:18]1[CH:26]=[CH:25][C:21]([C:22]([O-])=O)=[CH:20][CH:19]=1. No catalyst specified. The product is [CH3:29][O:28][C:17](=[O:27])[C:18]1[CH:26]=[CH:25][C:21]([C:22]2[O:14][C:13]([C:3]3[C:4]([C:7]4[CH:12]=[CH:11][CH:10]=[CH:9][CH:8]=4)=[N:5][O:6][C:2]=3[CH3:1])=[N:15][N:16]=2)=[CH:20][CH:19]=1. The yield is 0.600. (3) The reactants are [C:1]([C:5]1[NH:6][C:7]2[C:12]([CH:13]=1)=[CH:11][CH:10]=[C:9]([S:14]([CH3:17])(=[O:16])=[O:15])[CH:8]=2)([O:3][CH3:4])=[O:2].[F:18][C:19]1[CH:24]=[C:23]([F:25])[CH:22]=[CH:21][C:20]=1[SH:26].C1C=CC(I(OC(C(F)(F)F)=O)OC(C(F)(F)F)=O)=CC=1. The yield is 0.880. The product is [CH3:4][O:3][C:1]([C:5]1[NH:6][C:7]2[C:12]([C:13]=1[S:26][C:20]1[CH:21]=[CH:22][C:23]([F:25])=[CH:24][C:19]=1[F:18])=[CH:11][CH:10]=[C:9]([S:14]([CH3:17])(=[O:15])=[O:16])[CH:8]=2)=[O:2]. The catalyst is FC(F)(F)C(O)C(F)(F)F. (4) The reactants are [C:1]([O:5][C:6]([N:8]1[CH2:12][CH2:11][C@H:10]([NH:13][C:14]2[C:15]3[CH2:23][N:22](CC4C=CC=CC=4)[CH2:21][CH2:20][C:16]=3[N:17]=[CH:18][N:19]=2)[CH2:9]1)=[O:7])([CH3:4])([CH3:3])[CH3:2].C([O-])=O.C([NH+](CC)CC)C. The catalyst is CO.[OH-].[OH-].[Pd+2]. The product is [C:1]([O:5][C:6]([N:8]1[CH2:12][CH2:11][C@H:10]([NH:13][C:14]2[C:15]3[CH2:23][NH:22][CH2:21][CH2:20][C:16]=3[N:17]=[CH:18][N:19]=2)[CH2:9]1)=[O:7])([CH3:4])([CH3:2])[CH3:3]. The yield is 0.850. (5) The reactants are [CH:1](=O)[C:2]1[CH:7]=[CH:6][C:5]([O:8][CH3:9])=[CH:4][CH:3]=1.[NH2:11][C:12]1[N:13]=[N:14][C:15]([CH3:18])=[CH:16][CH:17]=1.C([O:21][C:22](=O)[C:23]([OH:39])=[CH:24][C:25]([C:27]1[CH:32]=[CH:31][C:30]([N:33]2[CH2:38][CH2:37][O:36][CH2:35][CH2:34]2)=[CH:29][CH:28]=1)=[O:26])C. No catalyst specified. The product is [OH:39][C:23]1[C:22](=[O:21])[N:11]([C:12]2[N:13]=[N:14][C:15]([CH3:18])=[CH:16][CH:17]=2)[CH:1]([C:2]2[CH:7]=[CH:6][C:5]([O:8][CH3:9])=[CH:4][CH:3]=2)[C:24]=1[C:25](=[O:26])[C:27]1[CH:28]=[CH:29][C:30]([N:33]2[CH2:34][CH2:35][O:36][CH2:37][CH2:38]2)=[CH:31][CH:32]=1. The yield is 0.210. (6) The reactants are [F:1][C:2]1[CH:16]=[CH:15][C:5]([CH2:6][S:7]([CH2:9][C:10]([O:12]CC)=[O:11])=[O:8])=[CH:4][CH:3]=1.[OH-].[Na+]. The catalyst is C1COCC1.CO. The product is [F:1][C:2]1[CH:16]=[CH:15][C:5]([CH2:6][S:7]([CH2:9][C:10]([OH:12])=[O:11])=[O:8])=[CH:4][CH:3]=1. The yield is 0.880. (7) The reactants are [O:1]1[CH2:3][C@H:2]1[CH2:4][O:5][C:6]1[C:18]2[C:17]3[C:12](=[CH:13][CH:14]=[CH:15][CH:16]=3)[NH:11][C:10]=2[CH:9]=[CH:8][CH:7]=1.NC(C)(C)C[C:22]1[CH:37]=[CH:36][C:25]([O:26][C:27]2[CH:35]=[CH:34][C:30]([C:31]([NH2:33])=[O:32])=[CH:29][CH:28]=2)=[CH:24][CH:23]=1.O. The catalyst is C(O)(=O)C.CO. The product is [OH:1][C@@H:2]([CH2:3][N:11]([C:22]1[CH:23]=[CH:24][C:25]([O:26][C:27]2[CH:28]=[CH:29][C:30]([C:31](=[O:32])[NH2:33])=[CH:34][CH:35]=2)=[CH:36][CH:37]=1)[CH2:10][CH:18]([CH3:6])[CH3:17])[CH2:4][O:5][C:6]1[C:18]2[C:17]3[C:12](=[CH:13][CH:14]=[CH:15][CH:16]=3)[NH:11][C:10]=2[CH:9]=[CH:8][CH:7]=1. The yield is 0.872. (8) The reactants are [N:1]1[CH:6]=[CH:5][CH:4]=[N:3][C:2]=1[C:7]1[CH:8]=[CH:9][C:10](=[O:13])[NH:11][CH:12]=1.[I:14]N1C(=O)CCC1=O. The catalyst is C(Cl)(Cl)Cl.ClCCl. The product is [I:14][C:9]1[C:10](=[O:13])[NH:11][CH:12]=[C:7]([C:2]2[N:3]=[CH:4][CH:5]=[CH:6][N:1]=2)[CH:8]=1. The yield is 0.860.